From a dataset of NCI-60 drug combinations with 297,098 pairs across 59 cell lines. Regression. Given two drug SMILES strings and cell line genomic features, predict the synergy score measuring deviation from expected non-interaction effect. (1) Drug 1: CCC1(C2=C(COC1=O)C(=O)N3CC4=CC5=C(C=CC(=C5CN(C)C)O)N=C4C3=C2)O.Cl. Drug 2: CC12CCC3C(C1CCC2OP(=O)(O)O)CCC4=C3C=CC(=C4)OC(=O)N(CCCl)CCCl.[Na+]. Cell line: NCI-H226. Synergy scores: CSS=15.6, Synergy_ZIP=-5.58, Synergy_Bliss=-2.67, Synergy_Loewe=-22.5, Synergy_HSA=-2.59. (2) Drug 1: CC12CCC(CC1=CCC3C2CCC4(C3CC=C4C5=CN=CC=C5)C)O. Drug 2: C1=CC(=CC=C1CC(C(=O)O)N)N(CCCl)CCCl.Cl. Cell line: NCI-H522. Synergy scores: CSS=12.5, Synergy_ZIP=-1.99, Synergy_Bliss=1.40, Synergy_Loewe=-1.17, Synergy_HSA=1.56.